This data is from Catalyst prediction with 721,799 reactions and 888 catalyst types from USPTO. The task is: Predict which catalyst facilitates the given reaction. Reactant: Cl[CH:2]([O:6][C:7]([NH:9][CH2:10][C:11]1([CH2:17][C:18]([OH:20])=[O:19])[CH2:16][CH2:15][CH2:14][CH2:13][CH2:12]1)=[O:8])[CH:3]([CH3:5])[CH3:4].N12CCCN=C1CCCCC2.[C:32]([OH:40])(=[O:39])[C:33]1[CH:38]=[CH:37][CH:36]=[N:35][CH:34]=1. Product: [C:32]([O:40][CH:2]([O:6][C:7]([NH:9][CH2:10][C:11]1([CH2:17][C:18]([OH:20])=[O:19])[CH2:16][CH2:15][CH2:14][CH2:13][CH2:12]1)=[O:8])[CH:3]([CH3:5])[CH3:4])(=[O:39])[C:33]1[CH:38]=[CH:37][CH:36]=[N:35][CH:34]=1. The catalyst class is: 21.